From a dataset of Forward reaction prediction with 1.9M reactions from USPTO patents (1976-2016). Predict the product of the given reaction. (1) Given the reactants [O:1]=[C:2]1[NH:6][C:5](=[O:7])[C:4](=[CH:8][C:9]2[C:18]3[C:13](=[CH:14][CH:15]=[CH:16][CH:17]=3)[C:12]([O:19][CH2:20][CH2:21][CH2:22][C:23](O)=[O:24])=[CH:11][CH:10]=2)[S:3]1.ON1C2C=CC=CC=2N=N1.Cl.C(N=C=NCCCN(C)C)C.[C:48]([O:52][C:53](=[O:59])[NH:54][CH2:55][CH2:56][CH2:57][NH2:58])([CH3:51])([CH3:50])[CH3:49], predict the reaction product. The product is: [C:48]([O:52][C:53](=[O:59])[NH:54][CH2:55][CH2:56][CH2:57][NH:58][C:23](=[O:24])[CH2:22][CH2:21][CH2:20][O:19][C:12]1[C:13]2[C:18](=[CH:17][CH:16]=[CH:15][CH:14]=2)[C:9]([CH:8]=[C:4]2[S:3][C:2](=[O:1])[NH:6][C:5]2=[O:7])=[CH:10][CH:11]=1)([CH3:51])([CH3:49])[CH3:50]. (2) Given the reactants [Cl:1][C:2]1[CH:9]=[C:8]([N:10]([CH2:16][C:17]2[CH:22]=[CH:21][CH:20]=[CH:19][C:18]=2[Cl:23])[C@H:11]2[CH2:15][CH2:14][NH:13][CH2:12]2)[CH:7]=[CH:6][C:3]=1[C:4]#[N:5].I[CH2:25][CH2:26][C:27]([F:30])([F:29])[F:28], predict the reaction product. The product is: [Cl:1][C:2]1[CH:9]=[C:8]([N:10]([CH2:16][C:17]2[CH:22]=[CH:21][CH:20]=[CH:19][C:18]=2[Cl:23])[C@H:11]2[CH2:15][CH2:14][N:13]([CH2:25][CH2:26][C:27]([F:30])([F:29])[F:28])[CH2:12]2)[CH:7]=[CH:6][C:3]=1[C:4]#[N:5].